From a dataset of Catalyst prediction with 721,799 reactions and 888 catalyst types from USPTO. Predict which catalyst facilitates the given reaction. Reactant: [F:1][C:2]([F:12])([F:11])[C:3]1[CH:4]=[C:5]([CH:8]=[CH:9][CH:10]=1)[CH:6]=[O:7].[Br:13]N1C(=O)CCC1=O. Product: [Br:13][C:9]1[CH:8]=[C:5]([CH:4]=[C:3]([C:2]([F:11])([F:12])[F:1])[CH:10]=1)[CH:6]=[O:7]. The catalyst class is: 445.